This data is from Catalyst prediction with 721,799 reactions and 888 catalyst types from USPTO. The task is: Predict which catalyst facilitates the given reaction. Reactant: [Br:1][C:2]1[CH:3]=[C:4]2[C:23](=[CH:24][CH:25]=1)[C:7]1=[CH:8][C:9]3[CH:10](O)[C:11]4[CH:12]=[CH:13][C:14]([Br:21])=[CH:15][C:16]=4[CH:17]([OH:20])[C:18]=3[CH:19]=[C:6]1[C:5]2([CH3:27])[CH3:26]. Product: [Br:1][C:2]1[CH:3]=[C:4]2[C:23](=[CH:24][CH:25]=1)[C:7]1=[CH:8][C:9]3[CH2:10][C:11]4[CH:12]=[CH:13][C:14]([Br:21])=[CH:15][C:16]=4[C:17](=[O:20])[C:18]=3[CH:19]=[C:6]1[C:5]2([CH3:27])[CH3:26]. The catalyst class is: 33.